From a dataset of Reaction yield outcomes from USPTO patents with 853,638 reactions. Predict the reaction yield, written as a fraction of the theoretical maximum amount of product (1.0 means a 100% yield; for example, 0.34 means a 34% yield). (1) The reactants are [S:1]1[CH:5]=[CH:4][C:3]([CH2:6][C:7]2[O:11][N:10]=[C:9]([C:12]([O:14]CC)=O)[N:8]=2)=[CH:2]1.Cl.[Cl:18][C:19]1[CH:20]=[C:21]2[C:25](=[CH:26][CH:27]=1)[NH:24][CH:23]=[C:22]2[CH2:28][CH2:29][NH2:30].CN(C(ON1N=NC2C=CC=NC1=2)=[N+](C)C)C.F[P-](F)(F)(F)(F)F.C(N(CC)C(C)C)(C)C. The catalyst is C1COCC1.[OH-].[Na+].O.CN(C=O)C. The product is [Cl:18][C:19]1[CH:20]=[C:21]2[C:25](=[CH:26][CH:27]=1)[NH:24][CH:23]=[C:22]2[CH2:28][CH2:29][NH:30][C:12]([C:9]1[N:8]=[C:7]([CH2:6][C:3]2[CH:4]=[CH:5][S:1][CH:2]=2)[O:11][N:10]=1)=[O:14]. The yield is 0.290. (2) The reactants are [Br:1][C:2]1[CH:3]=[C:4]([C:9](=O)[CH3:10])[CH:5]=[CH:6][C:7]=1[F:8].[CH3:12][Mg]Cl.O1CCCC1.C(O)(=O)C.C(=O)([O-])O.[Na+]. The catalyst is C1(C)C=CC=CC=1.C(OCC)(=O)C. The product is [Br:1][C:2]1[CH:3]=[C:4]([C:9]([CH3:10])=[CH2:12])[CH:5]=[CH:6][C:7]=1[F:8]. The yield is 0.420. (3) The catalyst is C(OCC)C. The yield is 0.930. The reactants are [I-].[Cl:2][CH2:3][P+](C1C=CC=CC=1)(C1C=CC=CC=1)C1C=CC=CC=1.CC(C)([O-])C.[K+].O=[C:30]1[CH2:34][N:33]([C:35]([O:37][C:38]([CH3:41])([CH3:40])[CH3:39])=[O:36])[C@H:32]([C:42]([O:44][CH3:45])=[O:43])[CH2:31]1.[Cl-].[NH4+]. The product is [Cl:2][CH:3]=[C:30]1[CH2:34][N:33]([C:35]([O:37][C:38]([CH3:41])([CH3:40])[CH3:39])=[O:36])[C@H:32]([C:42]([O:44][CH3:45])=[O:43])[CH2:31]1. (4) No catalyst specified. The reactants are Cl[C:2]1[CH:7]=[C:6]([C:8]2[CH:13]=[CH:12][CH:11]=[C:10]([Cl:14])[CH:9]=2)[N:5]=[C:4]2[CH2:15][CH2:16][CH2:17][C:3]=12.[NH2:18][C:19]1[CH:24]=[CH:23][C:22]([CH2:25][C@@H:26]([OH:28])[CH3:27])=[CH:21][CH:20]=1. The yield is 0.260. The product is [Cl:14][C:10]1[CH:9]=[C:8]([C:6]2[N:5]=[C:4]3[CH2:15][CH2:16][CH2:17][C:3]3=[C:2]([NH:18][C:19]3[CH:20]=[CH:21][C:22]([CH2:25][C@@H:26]([OH:28])[CH3:27])=[CH:23][CH:24]=3)[CH:7]=2)[CH:13]=[CH:12][CH:11]=1. (5) The reactants are [P:1]([O:8]CC)([O:5][CH2:6][CH3:7])[O:2][CH2:3][CH3:4].I[CH3:12]. No catalyst specified. The product is [CH3:12][P:1](=[O:8])([O:5][CH2:6][CH3:7])[O:2][CH2:3][CH3:4]. The yield is 0.980. (6) The reactants are F[C:2]1[C:7]([C:8]2[CH:9]=[CH:10][C:11]3[O:17][CH2:16][CH2:15][N:14]4[CH:18]=[C:19]([C:21]5[N:25]([CH:26]([CH3:28])[CH3:27])[N:24]=[CH:23][N:22]=5)[N:20]=[C:13]4[C:12]=3[CH:29]=2)=[CH:6][CH:5]=[CH:4][N:3]=1.Cl.C[O:32]CCOC. No catalyst specified. The product is [CH:26]([N:25]1[C:21]([C:19]2[N:20]=[C:13]3[C:12]4[CH:29]=[C:8]([C:7]5[C:2](=[O:32])[NH:3][CH:4]=[CH:5][CH:6]=5)[CH:9]=[CH:10][C:11]=4[O:17][CH2:16][CH2:15][N:14]3[CH:18]=2)=[N:22][CH:23]=[N:24]1)([CH3:28])[CH3:27]. The yield is 0.550. (7) The reactants are [C:1]([C:3]1[CH:25]=[CH:24][C:6]2[NH:7][C:8]3[N:9]=[CH:10][CH:11]=[CH:12][C:13]=3[C:14]([C:20]([F:23])([F:22])[F:21])([CH2:15][O:16][CH:17]([CH3:19])[CH3:18])[C:5]=2[CH:4]=1)#[N:2].C1C(=O)N([Br:33])C(=O)C1.CCOC(C)=O.CCCCCC. The catalyst is C(#N)C. The product is [Br:33][C:11]1[CH:10]=[N:9][C:8]2[NH:7][C:6]3[CH:24]=[CH:25][C:3]([C:1]#[N:2])=[CH:4][C:5]=3[C:14]([C:20]([F:21])([F:22])[F:23])([CH2:15][O:16][CH:17]([CH3:19])[CH3:18])[C:13]=2[CH:12]=1. The yield is 0.970. (8) The reactants are [Br:1][C:2]1[CH:3]=[C:4]([NH:9][C:10]2[C:11]3[CH:19]=[C:18](F)[N:17]=[CH:16][C:12]=3[N:13]=[CH:14][N:15]=2)[CH:5]=[CH:6][C:7]=1[Cl:8].[CH3:21][O:22][C:23]1[CH:30]=[CH:29][C:26]([CH2:27][NH2:28])=[CH:25][CH:24]=1. The catalyst is CS(C)=O. The product is [Br:1][C:2]1[CH:3]=[C:4]([NH:9][C:10]2[C:11]3[CH:19]=[C:18]([NH:28][CH2:27][C:26]4[CH:29]=[CH:30][C:23]([O:22][CH3:21])=[CH:24][CH:25]=4)[N:17]=[CH:16][C:12]=3[N:13]=[CH:14][N:15]=2)[CH:5]=[CH:6][C:7]=1[Cl:8]. The yield is 0.730.